From a dataset of P-glycoprotein inhibition data for predicting drug efflux from Broccatelli et al.. Regression/Classification. Given a drug SMILES string, predict its absorption, distribution, metabolism, or excretion properties. Task type varies by dataset: regression for continuous measurements (e.g., permeability, clearance, half-life) or binary classification for categorical outcomes (e.g., BBB penetration, CYP inhibition). Dataset: pgp_broccatelli. (1) The drug is c1coc(CNc2ncnc3nc[nH]c23)c1. The result is 0 (non-inhibitor). (2) The molecule is COc1ccc(CCN(C)CCCC2(c3ccc(OC)c(OC)c3)S(=O)(=O)CCCS2(=O)=O)cc1OC. The result is 0 (non-inhibitor). (3) The drug is c1ccc(Nc2ccc3ccccc3c2)cc1. The result is 0 (non-inhibitor). (4) The compound is CC(=O)c1cccc(OC[C@H](O)CN2CCCCC2)c1. The result is 1 (inhibitor). (5) The result is 0 (non-inhibitor). The drug is c1ccc(CCc2ccccc2OCc2ccccc2)cc1.